From a dataset of Catalyst prediction with 721,799 reactions and 888 catalyst types from USPTO. Predict which catalyst facilitates the given reaction. (1) Reactant: C([O:4][C@H:5]1[CH2:22][CH2:21][C@@:20]2([CH3:23])[C@@H:7]([CH2:8][CH2:9][C@:10]3([CH3:42])[C@@H:19]2[CH2:18][CH2:17][C@H:16]2[C@@:11]3([CH3:41])[CH2:12][CH2:13][C@@:14]3([C:30]4[O:31][C:32]([C:35]5[CH:40]=[CH:39][CH:38]=[CH:37][CH:36]=5)=[N:33][N:34]=4)[CH2:26][CH2:25][C@@H:24]([C:27]([CH3:29])=[CH2:28])[C@@H:15]32)[C:6]1([CH3:44])[CH3:43])(=O)C.CO. Product: [CH3:41][C@:11]12[C@@:10]3([CH3:42])[C@@H:19]([C@:20]4([CH3:23])[C@@H:7]([CH2:8][CH2:9]3)[C:6]([CH3:43])([CH3:44])[C@@H:5]([OH:4])[CH2:22][CH2:21]4)[CH2:18][CH2:17][C@@H:16]1[C@H:15]1[C@H:24]([C:27]([CH3:29])=[CH2:28])[CH2:25][CH2:26][C@:14]1([C:30]1[O:31][C:32]([C:35]3[CH:36]=[CH:37][CH:38]=[CH:39][CH:40]=3)=[N:33][N:34]=1)[CH2:13][CH2:12]2. The catalyst class is: 1. (2) Reactant: [OH:1][C:2]1[CH:7]=[CH:6][C:5]([C:8](=[O:13])[CH2:9][CH2:10][CH2:11][CH3:12])=[CH:4][CH:3]=1.Br[CH2:15][C:16]([O:18][CH2:19][CH3:20])=[O:17].C([O-])([O-])=O.[K+].[K+]. Product: [C:8]([C:5]1[CH:4]=[CH:3][C:2]([O:1][CH2:15][C:16]([O:18][CH2:19][CH3:20])=[O:17])=[CH:7][CH:6]=1)(=[O:13])[CH2:9][CH2:10][CH2:11][CH3:12]. The catalyst class is: 21. (3) Reactant: C([N:8]1[CH2:13][CH2:12][O:11][C@H:10]([CH2:14][C:15]2[CH:20]=[CH:19][C:18]([OH:21])=[C:17]([Cl:22])[CH:16]=2)[CH2:9]1)(OC(C)(C)C)=O.C(=O)([O-])[O-].[K+].[K+].[CH2:29](Br)[CH:30]=[CH2:31].C1(S)C=CC=CC=1.C(=O)([O-])[O-].C(N(C(C)C)CC)(C)C. Product: [Cl:22][C:17]1[CH:16]=[C:15]([CH:20]=[CH:19][C:18]=1[O:21][CH2:31][CH:30]=[CH2:29])[CH2:14][C@H:10]1[O:11][CH2:12][CH2:13][NH:8][CH2:9]1. The catalyst class is: 21. (4) Product: [F:37][CH:2]([C:20]1[CH:21]=[CH:22][C:23]2[O:28][CH2:27][C:26](=[O:29])[NH:25][C:24]=2[CH:30]=1)[CH2:3][N:4]1[CH2:9][CH2:8][N:7]([C:10]2[CH:18]=[CH:17][CH:16]=[C:15]3[C:11]=2[CH:12]=[C:13]([CH3:19])[NH:14]3)[CH2:6][CH2:5]1. The catalyst class is: 2. Reactant: O[CH:2]([C:20]1[CH:21]=[CH:22][C:23]2[O:28][CH2:27][C:26](=[O:29])[NH:25][C:24]=2[CH:30]=1)[CH2:3][N:4]1[CH2:9][CH2:8][N:7]([C:10]2[CH:18]=[CH:17][CH:16]=[C:15]3[C:11]=2[CH:12]=[C:13]([CH3:19])[NH:14]3)[CH2:6][CH2:5]1.CCN(S(F)(F)[F:37])CC. (5) Reactant: [ClH:1].O1CCOCC1.[CH3:8][O:9][C:10]1[CH:36]=[CH:35][C:13]([CH2:14][CH2:15][N:16]([CH2:18][CH2:19][N:20]2[C:26]3[CH:27]=[CH:28][CH:29]=[CH:30][C:25]=3[CH2:24][O:23][C:22]3[CH:31]=[CH:32][CH:33]=[CH:34][C:21]2=3)[CH3:17])=[CH:12][CH:11]=1. Product: [ClH:1].[CH3:8][O:9][C:10]1[CH:11]=[CH:12][C:13]([CH2:14][CH2:15][N:16]([CH2:18][CH2:19][N:20]2[C:26]3[CH:27]=[CH:28][CH:29]=[CH:30][C:25]=3[CH2:24][O:23][C:22]3[CH:31]=[CH:32][CH:33]=[CH:34][C:21]2=3)[CH3:17])=[CH:35][CH:36]=1. The catalyst class is: 4. (6) Reactant: Br[CH2:2][C:3]1[N:4]=[C:5]([C:8]2([F:14])[CH2:13][CH2:12][O:11][CH2:10][CH2:9]2)[S:6][CH:7]=1.[Cl:15][C:16]1[CH:17]=[C:18]2[O:22][C:21]([C:23]3[N:24]=[C:25]4[N:29]([CH:30]=3)[N:28]=[C:27]([O:31][CH3:32])[S:26]4)=[CH:20][C:19]2=[C:33]([OH:35])[CH:34]=1.C(=O)([O-])[O-].[K+].[K+].CCOC(C)=O.C(Cl)Cl. Product: [Cl:15][C:16]1[CH:34]=[C:33]([O:35][CH2:2][C:3]2[N:4]=[C:5]([C:8]3([F:14])[CH2:13][CH2:12][O:11][CH2:10][CH2:9]3)[S:6][CH:7]=2)[C:19]2[CH:20]=[C:21]([C:23]3[N:24]=[C:25]4[N:29]([CH:30]=3)[N:28]=[C:27]([O:31][CH3:32])[S:26]4)[O:22][C:18]=2[CH:17]=1. The catalyst class is: 18. (7) Reactant: [CH3:1][NH:2][C:3]1[CH:4]=[C:5]2[C:18](=[CH:19][CH:20]=1)[CH2:17][C:7]1([C:15]3[C:10](=[N:11][CH:12]=[CH:13][CH:14]=3)[NH:9][C:8]1=[O:16])[CH2:6]2.[O:21]=[C:22]1[N:26]2[CH2:27][C:28](=[O:34])[NH:29][C:30]3[CH:31]=[CH:32][CH:33]=[C:24]([C:25]=32)[N:23]1[CH2:35][C:36]([OH:38])=O.C1CN([P+](ON2N=NC3C=CC=CC2=3)(N2CCCC2)N2CCCC2)CC1.F[P-](F)(F)(F)(F)F.C(N(CC)C(C)C)(C)C. The catalyst class is: 3. Product: [O:21]=[C:22]1[N:26]2[CH2:27][C:28](=[O:34])[NH:29][C:30]3[CH:31]=[CH:32][CH:33]=[C:24]([C:25]=32)[N:23]1[CH2:35][C:36]([N:2]([CH3:1])[C:3]1[CH:4]=[C:5]2[C:18](=[CH:19][CH:20]=1)[CH2:17][C:7]1([C:15]3[C:10](=[N:11][CH:12]=[CH:13][CH:14]=3)[NH:9][C:8]1=[O:16])[CH2:6]2)=[O:38].